Dataset: Full USPTO retrosynthesis dataset with 1.9M reactions from patents (1976-2016). Task: Predict the reactants needed to synthesize the given product. (1) The reactants are: Cl.[Cl:2][C:3]1[CH:11]=[CH:10][C:9]([N+:12]([O-])=O)=[CH:8][C:4]=1[C:5](=[NH:7])[NH2:6].Br[CH2:16][C:17]([C:19]1[O:20][CH:21]=[CH:22][CH:23]=1)=O.BrCC(C1O[C:30]([CH3:33])=CC=1)=O.BrCC([C:38]1SC=C[N:42]=1)=O.BrCC(C1SC=CC=1)=O.BrC[C:54]([C:56]1[N:57]([CH3:61])[CH:58]=[CH:59][CH:60]=1)=O.Cl[C:63]1[CH:71]=[C:70]([S:72]([CH3:75])(=O)=O)[CH:69]=[CH:68][C:64]=1C(O)=O. Given the product [CH3:64][C:68]1[N:6]=[C:5]([C:4]2[CH:8]=[C:9]([NH:12][C:17](=[O:16])[C:19]3[CH:23]=[CH:22][C:21]([N:42]4[CH2:38][C@@H:58]([CH3:59])[N:57]([CH3:61])[C@@H:56]([CH3:54])[CH2:60]4)=[CH:20][C:30]=3[CH3:33])[CH:10]=[CH:11][C:3]=2[Cl:2])[NH:7][C:69]=1[C:70]1[S:72][CH:75]=[CH:63][CH:71]=1, predict the reactants needed to synthesize it. (2) Given the product [I:1][C:2]1[CH:8]=[CH:7][CH:6]=[CH:5][C:3]=1[NH:4][CH:10]([CH3:12])[CH3:9], predict the reactants needed to synthesize it. The reactants are: [I:1][C:2]1[CH:8]=[CH:7][CH:6]=[CH:5][C:3]=1[NH2:4].[CH3:9][C:10]([CH3:12])=O. (3) Given the product [C:1]([O:5][C:6]([N:8]1[C:12]2[C:13]([C:17]3[CH:21]=[CH:20][NH:19][CH:18]=3)=[CH:14][CH:15]=[CH:16][C:11]=2[N:10]([CH2:32][C:33]2[CH:34]=[CH:35][CH:36]=[CH:37][CH:38]=2)[C:9]1=[O:39])=[O:7])([CH3:4])([CH3:2])[CH3:3], predict the reactants needed to synthesize it. The reactants are: [C:1]([O:5][C:6]([N:8]1[C:12]2[C:13]([C:17]3[CH:21]=[CH:20][N:19]([Si](C(C)C)(C(C)C)C(C)C)[CH:18]=3)=[CH:14][CH:15]=[CH:16][C:11]=2[N:10]([CH2:32][C:33]2[CH:38]=[CH:37][CH:36]=[CH:35][CH:34]=2)[C:9]1=[O:39])=[O:7])([CH3:4])([CH3:3])[CH3:2].[F-].C([N+](CCCC)(CCCC)CCCC)CCC.O.C(OCC)(=O)C. (4) Given the product [NH2:1][CH2:2][CH2:3][CH2:4][CH2:5][CH2:6][NH:7][C:8]1[C:9]2[CH:17]=[CH:16][NH:15][C:10]=2[N:11]=[C:12]([NH:18][C:19]2[CH:20]=[CH:21][C:22]([N:25]([CH3:29])[C:26](=[O:28])[CH3:27])=[CH:23][CH:24]=2)[N:13]=1, predict the reactants needed to synthesize it. The reactants are: [NH2:1][CH2:2][CH2:3][CH2:4][CH2:5][CH2:6][NH:7][C:8]1[C:9]2[CH:17]=[CH:16][NH:15][C:10]=2[N:11]=[C:12](Cl)[N:13]=1.[NH2:18][C:19]1[CH:24]=[CH:23][C:22]([N:25]([CH3:29])[C:26](=[O:28])[CH3:27])=[CH:21][CH:20]=1.C[Si](Cl)(C)C. (5) Given the product [F:25][C:2]([F:1])([F:24])[C:3]1[CH:4]=[C:5]([CH:21]=[CH:22][CH:23]=1)[CH2:6][CH:7]1[S:11][C:10](=[N:12][C:13]2[CH:14]=[CH:15][C:16]([CH3:19])=[CH:17][CH:18]=2)[N:9]([CH3:26])[C:8]1=[O:20], predict the reactants needed to synthesize it. The reactants are: [F:1][C:2]([F:25])([F:24])[C:3]1[CH:4]=[C:5]([CH:21]=[CH:22][CH:23]=1)[CH2:6][CH:7]1[S:11][C:10](=[N:12][C:13]2[CH:18]=[CH:17][C:16]([CH3:19])=[CH:15][CH:14]=2)[NH:9][C:8]1=[O:20].[C:26](=O)([O-])[O-].[Na+].[Na+].CI. (6) Given the product [CH3:1][O:2][C:3]1[CH:4]=[C:5]([CH:30]=[CH:31][C:32]=1[O:33][CH3:34])[CH2:6][NH:7][C:8](=[O:29])[C:9]1[CH:14]=[C:13]([CH:15]=[O:39])[CH:12]=[CH:11][C:10]=1[NH:21][C@H:22]1[CH2:23][CH2:24][C@H:25]([OH:28])[CH2:26][CH2:27]1, predict the reactants needed to synthesize it. The reactants are: [CH3:1][O:2][C:3]1[CH:4]=[C:5]([CH:30]=[CH:31][C:32]=1[O:33][CH3:34])[CH2:6][NH:7][C:8](=[O:29])[C:9]1[CH:14]=[C:13](/[CH:15]=C/C(OC)=O)[CH:12]=[CH:11][C:10]=1[NH:21][C@H:22]1[CH2:27][CH2:26][C@H:25]([OH:28])[CH2:24][CH2:23]1.C[N+]1([O-])CC[O:39]CC1.CO.I([O-])(=O)(=O)=O.[Na+]. (7) Given the product [C:23]([O:22][C:21](=[O:27])[NH:20][C@@H:16]([CH2:15][C:10]1[CH:9]=[C:8]([F:7])[CH:13]=[C:12]([F:14])[CH:11]=1)[C@H:17]([OH:18])[CH2:19][N:1]=[N+:2]=[N-:3])([CH3:24])([CH3:25])[CH3:26], predict the reactants needed to synthesize it. The reactants are: [N-:1]=[N+:2]=[N-:3].[Na+].[Cl-].[NH4+].[F:7][C:8]1[CH:9]=[C:10]([CH2:15][C@H:16]([NH:20][C:21](=[O:27])[O:22][C:23]([CH3:26])([CH3:25])[CH3:24])[C@H:17]2[CH2:19][O:18]2)[CH:11]=[C:12]([F:14])[CH:13]=1. (8) The reactants are: C([N:8]1[CH:12]=[N:11][C:10]([NH:13][C:14]2[CH:19]=[C:18]([Cl:20])[C:17]([F:21])=[C:16]([Cl:22])[CH:15]=2)=[N:9]1)C1C=CC=CC=1.Cl.[H][H]. Given the product [Cl:20][C:18]1[CH:19]=[C:14]([NH:13][C:10]2[N:11]=[CH:12][NH:8][N:9]=2)[CH:15]=[C:16]([Cl:22])[C:17]=1[F:21], predict the reactants needed to synthesize it. (9) Given the product [F:29][C:30]([F:35])([F:34])[C:31]([O-:33])=[O:32].[CH3:26][O:25][C:23]([C:22]1[CH:27]=[CH:28][C:19]([C:17]2[S:18][C:14]([CH:11]3[CH2:12][CH2:13][NH2+:8][CH2:9][CH2:10]3)=[N:15][N:16]=2)=[CH:20][CH:21]=1)=[O:24], predict the reactants needed to synthesize it. The reactants are: C(OC([N:8]1[CH2:13][CH2:12][CH:11]([C:14]2[S:18][C:17]([C:19]3[CH:28]=[CH:27][C:22]([C:23]([O:25][CH3:26])=[O:24])=[CH:21][CH:20]=3)=[N:16][N:15]=2)[CH2:10][CH2:9]1)=O)(C)(C)C.[F:29][C:30]([F:35])([F:34])[C:31]([OH:33])=[O:32].